From a dataset of Catalyst prediction with 721,799 reactions and 888 catalyst types from USPTO. Predict which catalyst facilitates the given reaction. (1) Reactant: [F-].C([N+](CCCC)(CCCC)CCCC)CCC.[Br:19][C:20]1[CH:25]=[CH:24][C:23]([C:26](=[O:31])[C:27]([F:30])([F:29])[F:28])=[CH:22][C:21]=1[O:32][CH:33]([F:35])[F:34].C[Si](C)(C)[C:38]([F:41])([F:40])[F:39]. Product: [Br:19][C:20]1[CH:25]=[CH:24][C:23]([C:26]([OH:31])([C:38]([F:41])([F:40])[F:39])[C:27]([F:30])([F:29])[F:28])=[CH:22][C:21]=1[O:32][CH:33]([F:34])[F:35]. The catalyst class is: 1. (2) Reactant: [Br:1][C:2]1[CH:10]=[C:6]([C:7]([OH:9])=[O:8])[C:5]([NH2:11])=[CH:4][CH:3]=1.CC1(C)O[C:18](=[O:19])[CH2:17][C:15](=[O:16])[O:14]1. Product: [Br:1][C:2]1[CH:3]=[CH:4][C:5]([NH:11][C:18](=[O:19])[CH2:17][C:15]([OH:16])=[O:14])=[C:6]([CH:10]=1)[C:7]([OH:9])=[O:8]. The catalyst class is: 11. (3) Reactant: [Br:1][C:2]1[CH:3]=[C:4]2[C:9](=[N:10][CH:11]=1)[N:8]([C@H:12]1[CH2:17][CH2:16][CH2:15][N:14](C(OC(C)(C)C)=O)[CH2:13]1)[CH:7]=[C:6]([C:25]([O:27][CH2:28][CH3:29])=[O:26])[C:5]2=[O:30].Cl.O1CCOCC1. Product: [Br:1][C:2]1[CH:3]=[C:4]2[C:9](=[N:10][CH:11]=1)[N:8]([C@H:12]1[CH2:17][CH2:16][CH2:15][NH:14][CH2:13]1)[CH:7]=[C:6]([C:25]([O:27][CH2:28][CH3:29])=[O:26])[C:5]2=[O:30]. The catalyst class is: 4. (4) Reactant: [F:1][C:2]1[CH:19]=[CH:18][C:5]([O:6][CH2:7][CH2:8][NH:9][C:10]2[CH:17]=[CH:16][C:13]([CH:14]=O)=[CH:12][N:11]=2)=[CH:4][CH:3]=1.C(O)(=O)[CH2:21][C:22]([OH:24])=[O:23].N1CCCCC1. Product: [F:1][C:2]1[CH:19]=[CH:18][C:5]([O:6][CH2:7][CH2:8][NH:9][C:10]2[N:11]=[CH:12][C:13](/[CH:14]=[CH:21]/[C:22]([OH:24])=[O:23])=[CH:16][CH:17]=2)=[CH:4][CH:3]=1. The catalyst class is: 17. (5) Reactant: [NH2:1][CH2:2][CH2:3][CH2:4][CH2:5][N:6]1[CH2:11][CH2:10][CH:9]([C:12]2[CH:13]=[C:14]([NH:18][C:19](=[O:23])[CH:20]([CH3:22])[CH3:21])[CH:15]=[CH:16][CH:17]=2)[CH2:8][CH2:7]1.[CH3:24][O:25][C:26]1[CH:27]=[C:28]([CH:32]=[CH:33][C:34]=1[O:35][CH3:36])[C:29](Cl)=[O:30]. Product: [C:19]([NH:18][C:14]1[CH:13]=[C:12]([CH:9]2[CH2:8][CH2:7][N:6]([CH2:5][CH2:4][CH2:3][CH2:2][NH:1][C:29](=[O:30])[C:28]3[CH:32]=[CH:33][C:34]([O:35][CH3:36])=[C:26]([O:25][CH3:24])[CH:27]=3)[CH2:11][CH2:10]2)[CH:17]=[CH:16][CH:15]=1)(=[O:23])[CH:20]([CH3:21])[CH3:22]. The catalyst class is: 76. (6) Reactant: [C:1]([NH:4][C:5]1[CH:10]=[C:9]([C:11]2[CH:12]=[C:13]([C:20]([NH2:22])=O)[N:14]([CH2:16][CH:17]3[CH2:19][CH2:18]3)[CH:15]=2)[C:8]([CH3:23])=[CH:7][N:6]=1)(=[O:3])[CH3:2].C[N:25]([CH:27](OC)OC)C.O.[NH2:33]N.C(=O)(O)[O-].[Na+]. The catalyst class is: 260. Product: [CH:17]1([CH2:16][N:14]2[C:13]([C:20]3[NH:25][CH:27]=[N:33][N:22]=3)=[CH:12][C:11]([C:9]3[C:8]([CH3:23])=[CH:7][N:6]=[C:5]([NH:4][C:1](=[O:3])[CH3:2])[CH:10]=3)=[CH:15]2)[CH2:19][CH2:18]1. (7) Reactant: [CH3:1][O:2][C:3]1[CH:11]=[C:10]([N:12]2[CH2:17][CH2:16][C:15]3[CH:18]=[C:19]([C:21]4[CH:26]=[CH:25][C:24]([O:27][CH3:28])=[CH:23][CH:22]=4)[S:20][C:14]=3[C:13]2=[O:29])[CH:9]=[CH:8][C:4]=1[C:5](O)=[O:6].[N:30]1([CH2:35][CH2:36][NH2:37])[CH2:34][CH2:33][CH2:32][CH2:31]1.CCN=C=NCCCN(C)C.C1C=CC2N(O)N=NC=2C=1.CCN(CC)CC. Product: [CH3:1][O:2][C:3]1[CH:11]=[C:10]([N:12]2[CH2:17][CH2:16][C:15]3[CH:18]=[C:19]([C:21]4[CH:26]=[CH:25][C:24]([O:27][CH3:28])=[CH:23][CH:22]=4)[S:20][C:14]=3[C:13]2=[O:29])[CH:9]=[CH:8][C:4]=1[C:5]([NH:37][CH2:36][CH2:35][N:30]1[CH2:34][CH2:33][CH2:32][CH2:31]1)=[O:6]. The catalyst class is: 31. (8) Product: [F:11][C:12]1[C:13]([CH3:22])=[C:14]([S:18]([NH:1][C:2]2[CH:6]=[CH:5][S:4][C:3]=2[C:7]([O:9][CH3:10])=[O:8])(=[O:20])=[O:19])[CH:15]=[CH:16][CH:17]=1. The catalyst class is: 17. Reactant: [NH2:1][C:2]1[CH:6]=[CH:5][S:4][C:3]=1[C:7]([O:9][CH3:10])=[O:8].[F:11][C:12]1[C:13]([CH3:22])=[C:14]([S:18](Cl)(=[O:20])=[O:19])[CH:15]=[CH:16][CH:17]=1. (9) Reactant: NC(=O)CN[C:5]1[N:10]=[C:9]([NH:11][CH:12]2[CH2:14][CH2:13]2)[C:8]([C:15]([NH2:17])=[O:16])=[C:7]([OH:18])[N:6]=1.OO.[C:22]([O-])([O-])=O.[K+].[K+].C[S:29]([CH3:31])=O. Product: [CH:12]1([NH:11][C:9]2[C:8]([C:15]([NH2:17])=[O:16])=[C:7]([OH:18])[N:6]=[C:5]([S:29][CH2:31][CH3:22])[N:10]=2)[CH2:13][CH2:14]1. The catalyst class is: 25.